From a dataset of Experimentally validated miRNA-target interactions with 360,000+ pairs, plus equal number of negative samples. Binary Classification. Given a miRNA mature sequence and a target amino acid sequence, predict their likelihood of interaction. (1) The miRNA is hsa-miR-1207-5p with sequence UGGCAGGGAGGCUGGGAGGGG. The protein sequence of the target gene is MTRAAERGQGATGWGLRGALVAIALLSALNAAGTVFVLCQWRGLSAALRALEAQRGREQREDSALRAFLAELSRAPGRVPEPSQDPMSAARNKRSHNGEPASHIRAESQDMMMMMTYSMVPIRVMIDLCNSTQGICLTGPPGPPGPPGAGGLPGHNGSDGQPGLQGPKGEKGAIGKRGKMGLPGATGNPGEKGEKGDAGELGLPGNEGPPGQKGDKGDKGDVSNDVLLTGAKGDQGPPGPPGPPGPPGPPGSRRSKGPRPPNVFNSQCPGETCVIPNDDTLVGRADEKANERHSPQTESM.... Result: 0 (no interaction). (2) The miRNA is hsa-miR-3689b-5p with sequence UGUGAUAUCAUGGUUCCUGGGA. The protein sequence of the target gene is MSSFSESALEKKLSELSNSQQSVQTLSLWLIHHRKHAGPIVSVWHRELRKAKSNRKLTFLYLANDVIQNSKRKGPEFTREFESVLVDAFSHVAREADEGCKKPLERLLNIWQERSVYGGEFIQQLKLSMEDSKSPPPKAAEEKKSLKRTFQQIQEEEDDDYPGSYSPQDPSAGPLLTEELIKALQDLENAASGDATVRQKIASLPQEVQDVSLLEKITDKEAAERLSKTVDEACLLLAEYNGRLAAELEDRRQLARMLVEYTQNQKEVLSEKEKKLEEYKQKLARVTQVRKELKSHIQSL.... Result: 0 (no interaction). (3) The miRNA is hsa-miR-1257 with sequence AGUGAAUGAUGGGUUCUGACC. The protein sequence of the target gene is MADLLGSILSSMEKPPSLGDQETRRKAREQAARLKKLQEQEKQQKVEFRKRMEKEVSDFIQDSGQIKKKFQPMNKIERSILHDVVEVAGLTSFSFGEDDDCRYVMIFKKEFAPSDEELDSYRRGEEWDPQKAEEKRKLKELAQRQEEEAAQQGPVVVSPASDYKDKYSHLIGKGAAKDAAHMLQANKTYGCVPVANKRDTRSIEEAMNEIRAKKRLRQSGEELPPTS. Result: 0 (no interaction). (4) The miRNA is hsa-miR-4722-3p with sequence ACCUGCCAGCACCUCCCUGCAG. The protein sequence of the target gene is MGTFCSVIKFENLQELKRLCHWGPIIALGVIAICSTMAMIDSVLWYWPLHTTGGSVNFIMLINWTVMILYNYFNAMFVGPGFVPLGWKPEISQDTMYLQYCKVCQAYKAPRSHHCRKCNRCVMKMDHHCPWINNCCGYQNHASFTLFLLLAPLGCIHAAFIFVMTMYTQLYHRLSFGWNTVKIDMSAARRDPLPIVPFGLAAFATTLFALGLALGTTIAVGMLFFIQMKIILRNKTSIESWIEEKAKDRIQYYQLDEVFVFPYDMGSRWRNFKQVFTWSGVPEGDGLEWPVREGCHQYSL.... Result: 0 (no interaction). (5) The miRNA is hsa-miR-6503-3p with sequence GGGACUAGGAUGCAGACCUCC. The protein sequence of the target gene is MSDEREVAEAATGEDASSPPPKTEAASDPQHPAASEGAAAAAASPPLLRCLVLTGFGGYDKVKLQSRPAAPPAPGPGQLTLRLRACGLNFADLMARQGLYDRLPPLPVTPGMEGAGVVIAVGEGVSDRKAGDRVMVLNRSGMWQEEVTVPSVQTFLIPEAMTFEEAAALLVNYITAYMVLFDFGNLQPGHSVLVHMAAGGVGMAAVQLCRTVENVTVFGTASASKHEALKENGVTHPIDYHTTDYVDEIKKISPKGVDIVMDPLGGSDTAKGYNLLKPMGKVVTYGMANLLTGPKRNLMA.... Result: 0 (no interaction). (6) The miRNA is mmu-miR-3087-3p with sequence UAACUCACUGUCAUGUCCUCA. Result: 1 (interaction). The protein sequence of the target gene is MPPWAAALALLLAALALLLLRPWKRAVGARTSVRDHEEQEVASGGPADQFSDRREALPGGCSLICKPSALAQCLLRALRRSAALEPSPRSWLSGPHLQTFCHFILPVGPGPELAREYLQLADDGLVALDWVIGPCARGRRVTNPGSLPPVLLVIPNAWGRLTRNVLGLCLLALERGYYPVIFHRRGHHGCPLVSPRLQPFGDPSDLKEAVTYIRFRHPAAPLFAVSEGSGSALLLSYLGECGSSSYVTGAACISPVLRCREWFEAGLPWPYERGFLLHQKISLSRYASALEDTVDTGKLF....